This data is from Full USPTO retrosynthesis dataset with 1.9M reactions from patents (1976-2016). The task is: Predict the reactants needed to synthesize the given product. Given the product [Cl:1][C:2]1[CH:7]=[CH:6][C:5]([NH:8][C:33]2[N:32]=[CH:31][C:30]3=[CH:29][CH:28]=[C:27]([C:23]4[CH:24]=[CH:25][CH:26]=[C:21]([S:18]([CH3:17])(=[O:20])=[O:19])[CH:22]=4)[N:35]3[N:34]=2)=[CH:4][C:3]=1[O:9][CH2:10][CH:11]1[CH2:15][CH2:14][CH2:13][N:12]1[CH3:16], predict the reactants needed to synthesize it. The reactants are: [Cl:1][C:2]1[CH:7]=[CH:6][C:5]([NH2:8])=[CH:4][C:3]=1[O:9][CH2:10][CH:11]1[CH2:15][CH2:14][CH2:13][N:12]1[CH3:16].[CH3:17][S:18]([C:21]1[CH:22]=[C:23]([C:27]2[N:35]3[C:30]([CH:31]=[N:32][C:33](OS(C(F)(F)F)(=O)=O)=[N:34]3)=[CH:29][CH:28]=2)[CH:24]=[CH:25][CH:26]=1)(=[O:20])=[O:19].